Dataset: Reaction yield outcomes from USPTO patents with 853,638 reactions. Task: Predict the reaction yield, written as a fraction of the theoretical maximum amount of product (1.0 means a 100% yield; for example, 0.34 means a 34% yield). (1) The reactants are CCCC[N+](CCCC)(CCCC)CCCC.[F-].C([Si](C1C=CC=CC=1)(C1C=CC=CC=1)[O:24][CH2:25][CH2:26][CH2:27][N:28]1[C:32]2=[N:33][CH:34]=[CH:35][CH:36]=[C:31]2[C:30]([C:37]2[C:38](=[O:49])[NH:39][C:40](=[O:48])[C:41]=2[C:42]2[O:43][CH2:44][CH2:45][CH2:46][CH:47]=2)=[CH:29]1)(C)(C)C. The catalyst is C1COCC1. The product is [O:43]1[C:42]([C:41]2[C:40](=[O:48])[NH:39][C:38](=[O:49])[C:37]=2[C:30]2[C:31]3[C:32](=[N:33][CH:34]=[CH:35][CH:36]=3)[N:28]([CH2:27][CH2:26][CH2:25][OH:24])[CH:29]=2)=[CH:47][CH2:46][CH2:45][CH2:44]1. The yield is 0.700. (2) The reactants are C1C2C(=CC(CNC)=CC=2)CC1.[CH3:13][NH:14][CH2:15][C:16]1[CH:25]=[CH:24][C:23]2[C:18](=C[CH:20]=[CH:21][CH:22]=2)[C:17]=1CCC.Cl.[O:30]=[C:31]1[NH:40][C:39]2[N:38]=[CH:37][C:36](/[CH:41]=[CH:42]/[C:43](O)=[O:44])=[CH:35][C:34]=2[CH2:33][CH2:32]1.Cl.CN1CC2C=C(/C=C/C(O)=O)C=NC=2NC(=O)C1. No catalyst specified. The product is [CH2:22]1[C:23]2[C:24](=[CH:25][C:16]([CH2:15][N:14]([CH3:13])[C:43](=[O:44])/[CH:42]=[CH:41]/[C:36]3[CH:37]=[N:38][C:39]4[NH:40][C:31](=[O:30])[CH2:32][CH2:33][C:34]=4[CH:35]=3)=[CH:17][CH:18]=2)[CH2:20][CH2:21]1. The yield is 0.450. (3) The reactants are [H-].[H-].[H-].[H-].[Li+].[Al+3].[C:7]([Si:11]([CH3:26])([CH3:25])[O:12][C:13]1[CH:21]=[C:20]2[C:16]([CH:17]=[C:18]([C:22](O)=[O:23])[NH:19]2)=[CH:15][CH:14]=1)([CH3:10])([CH3:9])[CH3:8]. The catalyst is C1COCC1. The product is [C:7]([Si:11]([CH3:26])([CH3:25])[O:12][C:13]1[CH:21]=[C:20]2[C:16]([CH:17]=[C:18]([CH2:22][OH:23])[NH:19]2)=[CH:15][CH:14]=1)([CH3:10])([CH3:9])[CH3:8]. The yield is 0.400. (4) The product is [Cl:12][C:13]1[C:14]([F:21])=[C:15](/[CH:16]=[C:6](/[C:5]2[CH:4]=[CH:3][C:2]([Cl:1])=[C:10]([CH3:22])[CH:9]=2)\[C:7]#[N:8])[CH:18]=[CH:19][CH:20]=1. The reactants are [Cl:1][C:2]1[CH:10]=[CH:9][C:5]([CH2:6][C:7]#[N:8])=[C:4](C)[CH:3]=1.[Cl:12][C:13]1[C:14]([F:21])=[C:15]([CH:18]=[CH:19][CH:20]=1)[CH:16]=O.[CH3:22][O-].[Na+]. The yield is 0.910. The catalyst is CO.